The task is: Predict the reaction yield, written as a fraction of the theoretical maximum amount of product (1.0 means a 100% yield; for example, 0.34 means a 34% yield).. This data is from Reaction yield outcomes from USPTO patents with 853,638 reactions. (1) The reactants are [S:1]1[CH:5]=[CH:4][CH:3]=[C:2]1[C:6]([OH:8])=O.C(N1C=CN=C1)(N1C=CN=C1)=O.[Cl-].[Mg+2].[Cl-].[CH2:24]([O:26][C:27](=[O:32])[CH2:28]C([O-])=O)[CH3:25].[K+]. The catalyst is O1CCCC1.O. The product is [O:8]=[C:6]([C:2]1[S:1][CH:5]=[CH:4][CH:3]=1)[CH2:28][C:27]([O:26][CH2:24][CH3:25])=[O:32]. The yield is 0.780. (2) The reactants are O.[NH2:2][NH2:3].C(O[CH:7]=[C:8]([C:14](=O)[C:15]([F:18])([F:17])[F:16])[C:9]([O:11][CH2:12][CH3:13])=[O:10])C. The catalyst is C(O)C. The product is [F:16][C:15]([F:18])([F:17])[C:14]1[C:8]([C:9]([O:11][CH2:12][CH3:13])=[O:10])=[CH:7][NH:3][N:2]=1. The yield is 0.790.